From a dataset of Reaction yield outcomes from USPTO patents with 853,638 reactions. Predict the reaction yield, written as a fraction of the theoretical maximum amount of product (1.0 means a 100% yield; for example, 0.34 means a 34% yield). (1) The reactants are [CH2:1]([N:3]([CH2:21][CH2:22][S:23][CH3:24])[C:4]([C:6]1[S:10][C:9]([C:11]2[CH:12]=[N:13][CH:14]=[CH:15][CH:16]=2)=[N:8][C:7]=1[C:17]([F:20])([F:19])[F:18])=[O:5])[CH3:2].B1([O-])OO1.[OH2:29].[OH2:30].O.O.[Na+].C(=O)([O-])O.[Na+]. The catalyst is C(O)(=O)C. The product is [CH2:1]([N:3]([CH2:21][CH2:22][S:23]([CH3:24])(=[O:30])=[O:29])[C:4]([C:6]1[S:10][C:9]([C:11]2[CH:12]=[N:13][CH:14]=[CH:15][CH:16]=2)=[N:8][C:7]=1[C:17]([F:19])([F:18])[F:20])=[O:5])[CH3:2]. The yield is 0.440. (2) The reactants are [CH2:1]([C:8]1[CH:9]=[C:10]([CH:13]=O)[NH:11][CH:12]=1)[CH2:2][CH2:3][CH2:4][CH2:5][CH2:6][CH3:7].[C:15]([CH:20]=P(C1C=CC=CC=1)(C1C=CC=CC=1)C1C=CC=CC=1)([O:17][CH2:18][CH3:19])=[O:16]. The catalyst is C1C=CC=CC=1. The product is [CH2:1]([C:8]1[CH:9]=[C:10](/[CH:13]=[CH:20]/[C:15]([O:17][CH2:18][CH3:19])=[O:16])[NH:11][CH:12]=1)[CH2:2][CH2:3][CH2:4][CH2:5][CH2:6][CH3:7]. The yield is 0.700. (3) The product is [CH2:9]([O:11][C:12](=[O:22])[C:13]([CH3:14])([C:15]1[CH:16]=[CH:17][C:18]([CH3:21])=[CH:19][CH:20]=1)[CH2:27][CH2:26][CH2:25][CH2:24][Br:23])[CH3:10]. The reactants are [Li+].CC([N-]C(C)C)C.[CH2:9]([O:11][C:12](=[O:22])[CH:13]([C:15]1[CH:20]=[CH:19][C:18]([CH3:21])=[CH:17][CH:16]=1)[CH3:14])[CH3:10].[Br:23][CH2:24][CH2:25][CH2:26][CH2:27]Br.[NH4+].[Cl-]. The yield is 0.895. The catalyst is C1COCC1.CN1C(=O)N(C)CCC1. (4) The reactants are [C:1]([O-:6])(=[O:5])[CH:2]([CH3:4])[CH3:3].C[N+](C)(C)C.C(O)(=O)C(C)C.[C:18](=[O:28])([S:26][CH3:27])[O:19][O:20][CH:21](Cl)[CH:22]([CH3:24])[CH3:23]. The catalyst is CCOC(C)=O. The product is [C:18](=[O:28])([S:26][CH3:27])[O:19][O:20][CH:21]([O:6][C:1](=[O:5])[CH:2]([CH3:4])[CH3:3])[CH:22]([CH3:24])[CH3:23]. The yield is 0.650. (5) The reactants are [CH:1](NC(C)C)(C)C.C([Li])CCC.[CH3:13][O:14][C:15]1[CH:20]=[CH:19][C:18]([N:21]2[C:25]([C:26]3[CH:31]=[CH:30][N:29]=[CH:28][CH:27]=3)=[CH:24][N:23]=[CH:22]2)=[CH:17][CH:16]=1.CI. The catalyst is O1CCCC1. The product is [CH3:13][O:14][C:15]1[CH:16]=[CH:17][C:18]([N:21]2[C:25]([C:26]3[CH:31]=[CH:30][N:29]=[CH:28][CH:27]=3)=[CH:24][N:23]=[C:22]2[CH3:1])=[CH:19][CH:20]=1. The yield is 0.720. (6) The reactants are C([O:5][C:6](=[O:22])[C:7]1[CH:12]=[C:11]([C:13]([F:16])([F:15])[F:14])[CH:10]=[C:9]([O:17][CH2:18][CH2:19][CH:20]=[CH2:21])[CH:8]=1)CC=C.[OH-].[Na+].Cl. The catalyst is CO. The product is [CH2:18]([O:17][C:9]1[CH:8]=[C:7]([CH:12]=[C:11]([C:13]([F:14])([F:15])[F:16])[CH:10]=1)[C:6]([OH:22])=[O:5])[CH2:19][CH:20]=[CH2:21]. The yield is 0.980. (7) The product is [ClH:18].[F:15][C:2]([F:1])([C:8]1[CH:9]=[N:10][C:11]([CH3:14])=[CH:12][CH:13]=1)[C:3]([OH:5])=[O:4]. The reactants are [F:1][C:2]([F:15])([C:8]1[CH:9]=[N:10][C:11]([CH3:14])=[CH:12][CH:13]=1)[C:3]([O:5]CC)=[O:4].[OH-].[K+].[ClH:18]. The yield is 0.460. The catalyst is CO. (8) The reactants are [N+:1]([C:4]1[CH:5]=[CH:6][CH:7]=[C:8]2[C:13]=1[N:12]=[CH:11][CH:10]=[CH:9]2)([O-])=O.[OH-].[Na+]. The catalyst is C(O)(=O)C.C(Cl)Cl.C([O-])(O)=O.[Na+].[Pt]=O. The product is [NH2:1][C:4]1[CH:5]=[CH:6][CH:7]=[C:8]2[C:13]=1[NH:12][CH2:11][CH2:10][CH2:9]2. The yield is 0.790. (9) The reactants are [NH2:1][C:2]1[CH:7]=[CH:6][C:5]([CH:8]([CH3:12])[C:9]([OH:11])=[O:10])=[CH:4][CH:3]=1.C[Si](Cl)(C)C.C(N(CC)CC)C.CC([O:28][C:29]1[C:34]([C:35](Cl)=[O:36])=[CH:33][CH:32]=[CH:31][CH:30]=1)=O. The catalyst is C(Cl)Cl. The product is [C:35]([NH:1][C:2]1[CH:3]=[CH:4][C:5]([CH:8]([CH3:12])[C:9]([OH:11])=[O:10])=[CH:6][CH:7]=1)(=[O:36])[C:34]1[C:29](=[CH:30][CH:31]=[CH:32][CH:33]=1)[OH:28]. The yield is 0.520.